Binary Classification. Given a drug SMILES string, predict its activity (active/inactive) in a high-throughput screening assay against a specified biological target. From a dataset of M1 muscarinic receptor agonist screen with 61,833 compounds. (1) The compound is s1c(C(=O)N2CCN(CC2)c2ccc(NC(=O)C)cc2)ccc1. The result is 0 (inactive). (2) The compound is S(=O)(=O)(N(CC(=O)NCC1OCCC1)CCc1ccccc1)C. The result is 0 (inactive). (3) The molecule is S(CCc1ncccc1)CC(=O)Nc1c(cc2OCOc2c1)C(OC)=O. The result is 0 (inactive). (4) The molecule is O=C(Nc1cc2nc(n(c2cc1)C)CCNC(=O)C)c1c(OC)cccc1. The result is 0 (inactive). (5) The drug is S(c1n(c(nn1)c1ccncc1)C)Cc1ccccc1. The result is 0 (inactive). (6) The result is 1 (active). The drug is NC=1C(C(C2CN(CC=C2C1C#N)C)Cc1ccccc1)(C#N)C#N.